From a dataset of NCI-60 drug combinations with 297,098 pairs across 59 cell lines. Regression. Given two drug SMILES strings and cell line genomic features, predict the synergy score measuring deviation from expected non-interaction effect. (1) Drug 1: COC1=CC(=CC(=C1O)OC)C2C3C(COC3=O)C(C4=CC5=C(C=C24)OCO5)OC6C(C(C7C(O6)COC(O7)C8=CC=CS8)O)O. Drug 2: CCC1=C2CN3C(=CC4=C(C3=O)COC(=O)C4(CC)O)C2=NC5=C1C=C(C=C5)O. Cell line: HOP-92. Synergy scores: CSS=58.7, Synergy_ZIP=-11.8, Synergy_Bliss=-5.51, Synergy_Loewe=-2.87, Synergy_HSA=0.812. (2) Drug 1: C1C(C(OC1N2C=C(C(=O)NC2=O)F)CO)O. Drug 2: C(CC(=O)O)C(=O)CN.Cl. Cell line: OVCAR-8. Synergy scores: CSS=15.2, Synergy_ZIP=-4.99, Synergy_Bliss=-0.397, Synergy_Loewe=-51.5, Synergy_HSA=-2.18. (3) Drug 1: CNC(=O)C1=CC=CC=C1SC2=CC3=C(C=C2)C(=NN3)C=CC4=CC=CC=N4. Drug 2: COC1=C2C(=CC3=C1OC=C3)C=CC(=O)O2. Cell line: OVCAR-8. Synergy scores: CSS=3.23, Synergy_ZIP=0.841, Synergy_Bliss=3.21, Synergy_Loewe=1.98, Synergy_HSA=1.76. (4) Drug 1: CC1=C2C(C(=O)C3(C(CC4C(C3C(C(C2(C)C)(CC1OC(=O)C(C(C5=CC=CC=C5)NC(=O)OC(C)(C)C)O)O)OC(=O)C6=CC=CC=C6)(CO4)OC(=O)C)OC)C)OC. Drug 2: CCC1=C2CN3C(=CC4=C(C3=O)COC(=O)C4(CC)O)C2=NC5=C1C=C(C=C5)O. Cell line: HT29. Synergy scores: CSS=45.2, Synergy_ZIP=-6.65, Synergy_Bliss=-5.32, Synergy_Loewe=-9.17, Synergy_HSA=-3.35. (5) Drug 1: CN(C)N=NC1=C(NC=N1)C(=O)N. Drug 2: C1=CC(=CC=C1CCCC(=O)O)N(CCCl)CCCl. Cell line: U251. Synergy scores: CSS=22.3, Synergy_ZIP=-10.4, Synergy_Bliss=-3.51, Synergy_Loewe=-9.56, Synergy_HSA=-0.704.